Dataset: Aqueous solubility values for 9,982 compounds from the AqSolDB database. Task: Regression/Classification. Given a drug SMILES string, predict its absorption, distribution, metabolism, or excretion properties. Task type varies by dataset: regression for continuous measurements (e.g., permeability, clearance, half-life) or binary classification for categorical outcomes (e.g., BBB penetration, CYP inhibition). For this dataset (solubility_aqsoldb), we predict Y. (1) The molecule is CCCCCCCCCCCCCNCC(C)CCCCCCCCCC.CCCCCCCCCCCCCNCCCCCCCCCCCCC. The Y is -7.41 log mol/L. (2) The molecule is CC(=O)Oc1ccc(NC(=O)Nc2ccccc2)cc1. The Y is -4.44 log mol/L. (3) The Y is 0.962 log mol/L. The drug is CC1=CC=C[NH+2]([O-])[CH-]1. (4) The compound is O.O.O.O.O.O.O.[Cl-].[Cl-].[Cl-].[La+3]. The Y is 0.365 log mol/L. (5) The drug is Oc1ccc(-c2ccc(O)cc2)cc1. The Y is -3.74 log mol/L. (6) The molecule is COC(OC(C)=O)C(OC(C)=O)C(OC(C)=O)C(COC(C)=O)OC(C)=O. The Y is -1.82 log mol/L. (7) The molecule is COC(=O)CS(=O)(=O)c1ccccc1. The Y is -1.14 log mol/L.